The task is: Regression. Given two drug SMILES strings and cell line genomic features, predict the synergy score measuring deviation from expected non-interaction effect.. This data is from NCI-60 drug combinations with 297,098 pairs across 59 cell lines. (1) Drug 1: C1CCC(CC1)NC(=O)N(CCCl)N=O. Drug 2: C1=NC2=C(N1)C(=S)N=C(N2)N. Cell line: PC-3. Synergy scores: CSS=37.7, Synergy_ZIP=-10.2, Synergy_Bliss=-6.18, Synergy_Loewe=-27.3, Synergy_HSA=-4.32. (2) Drug 1: COC1=NC(=NC2=C1N=CN2C3C(C(C(O3)CO)O)O)N. Drug 2: C1=NC(=NC(=O)N1C2C(C(C(O2)CO)O)O)N. Synergy scores: CSS=11.5, Synergy_ZIP=1.83, Synergy_Bliss=9.96, Synergy_Loewe=-3.77, Synergy_HSA=5.07. Cell line: SK-OV-3. (3) Drug 1: C1=NC2=C(N=C(N=C2N1C3C(C(C(O3)CO)O)F)Cl)N. Drug 2: CNC(=O)C1=NC=CC(=C1)OC2=CC=C(C=C2)NC(=O)NC3=CC(=C(C=C3)Cl)C(F)(F)F. Cell line: NCI-H322M. Synergy scores: CSS=0.203, Synergy_ZIP=-0.506, Synergy_Bliss=-3.50, Synergy_Loewe=-2.62, Synergy_HSA=-5.69. (4) Drug 1: CN(C(=O)NC(C=O)C(C(C(CO)O)O)O)N=O. Drug 2: CC1=C(C(=O)C2=C(C1=O)N3CC4C(C3(C2COC(=O)N)OC)N4)N. Cell line: SK-MEL-28. Synergy scores: CSS=20.9, Synergy_ZIP=-5.36, Synergy_Bliss=1.98, Synergy_Loewe=-26.2, Synergy_HSA=2.65. (5) Drug 1: C1=NC2=C(N1)C(=S)N=C(N2)N. Drug 2: C(=O)(N)NO. Cell line: SF-295. Synergy scores: CSS=30.5, Synergy_ZIP=-3.06, Synergy_Bliss=-5.41, Synergy_Loewe=-7.31, Synergy_HSA=-3.12. (6) Drug 2: C#CCC(CC1=CN=C2C(=N1)C(=NC(=N2)N)N)C3=CC=C(C=C3)C(=O)NC(CCC(=O)O)C(=O)O. Cell line: SK-OV-3. Drug 1: C1CN1P(=S)(N2CC2)N3CC3. Synergy scores: CSS=38.7, Synergy_ZIP=0.893, Synergy_Bliss=-0.0726, Synergy_Loewe=-8.46, Synergy_HSA=-1.79.